This data is from NCI-60 drug combinations with 297,098 pairs across 59 cell lines. The task is: Regression. Given two drug SMILES strings and cell line genomic features, predict the synergy score measuring deviation from expected non-interaction effect. (1) Drug 1: C1C(C(OC1N2C=NC3=C(N=C(N=C32)Cl)N)CO)O. Drug 2: CN1C(=O)N2C=NC(=C2N=N1)C(=O)N. Cell line: SK-MEL-5. Synergy scores: CSS=12.5, Synergy_ZIP=-5.75, Synergy_Bliss=0.699, Synergy_Loewe=-31.6, Synergy_HSA=-3.22. (2) Drug 1: CC1=C2C(C(=O)C3(C(CC4C(C3C(C(C2(C)C)(CC1OC(=O)C(C(C5=CC=CC=C5)NC(=O)OC(C)(C)C)O)O)OC(=O)C6=CC=CC=C6)(CO4)OC(=O)C)OC)C)OC. Drug 2: C1CN1P(=S)(N2CC2)N3CC3. Cell line: OVCAR-4. Synergy scores: CSS=26.9, Synergy_ZIP=-6.65, Synergy_Bliss=-7.01, Synergy_Loewe=-32.6, Synergy_HSA=-6.23. (3) Drug 1: C1=CC(=CC=C1CC(C(=O)O)N)N(CCCl)CCCl.Cl. Drug 2: C1CN(CCN1C(=O)CCBr)C(=O)CCBr. Cell line: 786-0. Synergy scores: CSS=42.3, Synergy_ZIP=-1.97, Synergy_Bliss=5.53, Synergy_Loewe=0.694, Synergy_HSA=4.14. (4) Synergy scores: CSS=62.7, Synergy_ZIP=6.22, Synergy_Bliss=3.34, Synergy_Loewe=-12.6, Synergy_HSA=4.17. Drug 1: CC1(CCCN1)C2=NC3=C(C=CC=C3N2)C(=O)N. Cell line: HCT116. Drug 2: CNC(=O)C1=NC=CC(=C1)OC2=CC=C(C=C2)NC(=O)NC3=CC(=C(C=C3)Cl)C(F)(F)F. (5) Drug 1: C1=C(C(=O)NC(=O)N1)N(CCCl)CCCl. Drug 2: C1CCC(C(C1)N)N.C(=O)(C(=O)[O-])[O-].[Pt+4]. Cell line: SW-620. Synergy scores: CSS=56.7, Synergy_ZIP=5.32, Synergy_Bliss=4.72, Synergy_Loewe=-12.8, Synergy_HSA=10.1. (6) Drug 2: CNC(=O)C1=NC=CC(=C1)OC2=CC=C(C=C2)NC(=O)NC3=CC(=C(C=C3)Cl)C(F)(F)F. Cell line: NCI-H460. Synergy scores: CSS=47.7, Synergy_ZIP=0.241, Synergy_Bliss=-2.80, Synergy_Loewe=-7.32, Synergy_HSA=-2.28. Drug 1: C1=CC(=CC=C1CCCC(=O)O)N(CCCl)CCCl. (7) Cell line: OVCAR3. Drug 2: C1C(C(OC1N2C=NC(=NC2=O)N)CO)O. Drug 1: C1CC(C1)(C(=O)O)C(=O)O.[NH2-].[NH2-].[Pt+2]. Synergy scores: CSS=-4.76, Synergy_ZIP=4.04, Synergy_Bliss=-0.738, Synergy_Loewe=-32.3, Synergy_HSA=-15.6. (8) Drug 1: CS(=O)(=O)CCNCC1=CC=C(O1)C2=CC3=C(C=C2)N=CN=C3NC4=CC(=C(C=C4)OCC5=CC(=CC=C5)F)Cl. Drug 2: CCC1(C2=C(COC1=O)C(=O)N3CC4=CC5=C(C=CC(=C5CN(C)C)O)N=C4C3=C2)O.Cl. Cell line: T-47D. Synergy scores: CSS=10.2, Synergy_ZIP=-10.6, Synergy_Bliss=-2.12, Synergy_Loewe=-4.22, Synergy_HSA=-1.47.